This data is from Full USPTO retrosynthesis dataset with 1.9M reactions from patents (1976-2016). The task is: Predict the reactants needed to synthesize the given product. (1) Given the product [CH3:1][O:2][C:3]([C:5]1[CH:14]=[CH:13][C:12]2[C:7](=[CH:8][CH:9]=[CH:10][CH:11]=2)[C:6]=1[O:15][CH:24]([CH3:25])[CH2:23][O:16][C:17]1[CH:22]=[CH:21][CH:20]=[CH:19][CH:18]=1)=[O:4], predict the reactants needed to synthesize it. The reactants are: [CH3:1][O:2][C:3]([C:5]1[CH:14]=[CH:13][C:12]2[C:7](=[CH:8][CH:9]=[CH:10][CH:11]=2)[C:6]=1[OH:15])=[O:4].[O:16]([CH2:23][CH:24](O)[CH3:25])[C:17]1[CH:22]=[CH:21][CH:20]=[CH:19][CH:18]=1.C1(P(C2C=CC=CC=2)C2C=CC=CC=2)C=CC=CC=1.CC(OC(/N=N/C(OC(C)C)=O)=O)C. (2) Given the product [C:23]1([NH:22][C:15]([C:9]2[C:10]3[N:11]=[C:12]([O:13][CH3:14])[C:3]([O:2][CH3:1])=[N:4][C:5]=3[CH:6]=[C:7]([N+:19]([O-:21])=[O:20])[C:8]=2[CH3:18])=[O:16])[CH:28]=[CH:27][CH:26]=[CH:25][CH:24]=1, predict the reactants needed to synthesize it. The reactants are: [CH3:1][O:2][C:3]1[C:12]([O:13][CH3:14])=[N:11][C:10]2[C:9]([C:15](Cl)=[O:16])=[C:8]([CH3:18])[C:7]([N+:19]([O-:21])=[O:20])=[CH:6][C:5]=2[N:4]=1.[NH2:22][C:23]1[CH:28]=[CH:27][CH:26]=[CH:25][CH:24]=1.